Predict the reaction yield, written as a fraction of the theoretical maximum amount of product (1.0 means a 100% yield; for example, 0.34 means a 34% yield). From a dataset of Reaction yield outcomes from USPTO patents with 853,638 reactions. The reactants are FC(F)(F)C([N:5]([CH2:15][CH:16]1[CH2:21][CH2:20][N:19]([CH2:22][CH2:23][OH:24])[CH2:18][CH2:17]1)[C@@H:6]1[CH2:8][C@H:7]1[C:9]1[CH:14]=[CH:13][CH:12]=[CH:11][CH:10]=1)=O.[OH-].[Na+].C(OCC)(=O)C. The catalyst is C(O)C. The product is [C:9]1([C@@H:7]2[CH2:8][C@H:6]2[NH:5][CH2:15][CH:16]2[CH2:21][CH2:20][N:19]([CH2:22][CH2:23][OH:24])[CH2:18][CH2:17]2)[CH:10]=[CH:11][CH:12]=[CH:13][CH:14]=1. The yield is 0.321.